This data is from Full USPTO retrosynthesis dataset with 1.9M reactions from patents (1976-2016). The task is: Predict the reactants needed to synthesize the given product. (1) Given the product [Cl:18][CH:2]([NH:7][C:8](=[O:16])[C:9]1[CH:14]=[CH:13][C:12]([Cl:15])=[CH:11][CH:10]=1)[C:3]([F:6])([F:5])[F:4], predict the reactants needed to synthesize it. The reactants are: O[CH:2]([NH:7][C:8](=[O:16])[C:9]1[CH:14]=[CH:13][C:12]([Cl:15])=[CH:11][CH:10]=1)[C:3]([F:6])([F:5])[F:4].P(Cl)(Cl)[Cl:18]. (2) The reactants are: [N:1]1[C:6]([CH2:7][OH:8])=[CH:5][CH:4]=[CH:3][C:2]=1[CH2:9][OH:10].[H-].[Na+].[CH2:13](Br)[CH:14]=[CH2:15].O. Given the product [CH2:15]([O:8][CH2:7][C:6]1[N:1]=[C:2]([CH2:9][OH:10])[CH:3]=[CH:4][CH:5]=1)[CH:14]=[CH2:13], predict the reactants needed to synthesize it. (3) Given the product [Cl:20][C:21]1[CH:22]=[C:23]([C:24]([C:2]2[CH:7]=[C:6]([O:8][C:9]([F:12])([F:11])[F:10])[CH:5]=[C:4]([O:13][CH3:14])[CH:3]=2)=[O:25])[CH:30]=[C:31]([Cl:33])[N:32]=1, predict the reactants needed to synthesize it. The reactants are: Br[C:2]1[CH:7]=[C:6]([O:8][C:9]([F:12])([F:11])[F:10])[CH:5]=[C:4]([O:13][CH3:14])[CH:3]=1.[Li]C(C)(C)C.[Cl:20][C:21]1[CH:22]=[C:23]([CH:30]=[C:31]([Cl:33])[N:32]=1)[C:24](N(OC)C)=[O:25]. (4) Given the product [Cl:8][C:6]1[CH:5]=[C:4]([N:10]2[CH2:15][CH2:14][O:13][CH2:12][CH2:11]2)[N:3]=[C:2]([NH2:1])[CH:7]=1.[Cl:9][C:4]1[N:3]=[C:2]([NH2:1])[CH:7]=[C:6]([N:10]2[CH2:15][CH2:14][O:13][CH2:12][CH2:11]2)[CH:5]=1, predict the reactants needed to synthesize it. The reactants are: [NH2:1][C:2]1[CH:7]=[C:6]([Cl:8])[CH:5]=[C:4]([Cl:9])[N:3]=1.[NH:10]1[CH2:15][CH2:14][O:13][CH2:12][CH2:11]1.CS(C)=O. (5) Given the product [CH2:1]([O:8][C:9]1[C:10]2[N:11]([C:15]([C:20]#[C:19][Si:21]([CH3:24])([CH3:23])[CH3:22])=[CH:16][N:17]=2)[CH:12]=[CH:13][CH:14]=1)[C:2]1[CH:7]=[CH:6][CH:5]=[CH:4][CH:3]=1, predict the reactants needed to synthesize it. The reactants are: [CH2:1]([O:8][C:9]1[C:10]2[N:11]([C:15](Br)=[CH:16][N:17]=2)[CH:12]=[CH:13][CH:14]=1)[C:2]1[CH:7]=[CH:6][CH:5]=[CH:4][CH:3]=1.[C:19]([Si:21]([CH3:24])([CH3:23])[CH3:22])#[CH:20].C(NC(C)C)(C)C. (6) The reactants are: [F:1][C:2]1[CH:3]=[CH:4][C:5]([O:9][CH:10]([CH3:12])[CH3:11])=[C:6]([NH2:8])[CH:7]=1.C(OC1C=CC(C(N)=O)=CC=1N=[C:27]=[S:28])(C)C. Given the product [F:1][C:2]1[CH:3]=[CH:4][C:5]([O:9][CH:10]([CH3:12])[CH3:11])=[C:6]([N:8]=[C:27]=[S:28])[CH:7]=1, predict the reactants needed to synthesize it. (7) Given the product [Cl:24][C:25]1[C:34]([Cl:35])=[CH:33][CH:32]=[C:31]2[C:26]=1[CH2:27][CH2:28][N:29]([C:18]1[CH:19]=[CH:20][C:15](/[CH:14]=[CH:13]/[C@H:12]3[CH2:11][O:10][C:9]([CH3:23])([CH3:22])[N:8]3[C:6]([O:5][C:1]([CH3:4])([CH3:3])[CH3:2])=[O:7])=[CH:16][CH:17]=1)[C:30]2=[O:36], predict the reactants needed to synthesize it. The reactants are: [C:1]([O:5][C:6]([N:8]1[C@@H:12](/[CH:13]=[CH:14]/[C:15]2[CH:20]=[CH:19][C:18](I)=[CH:17][CH:16]=2)[CH2:11][O:10][C:9]1([CH3:23])[CH3:22])=[O:7])([CH3:4])([CH3:3])[CH3:2].[Cl:24][C:25]1[C:34]([Cl:35])=[CH:33][CH:32]=[C:31]2[C:26]=1[CH2:27][CH2:28][NH:29][C:30]2=[O:36].CNCCNC.P([O-])([O-])([O-])=O.[K+].[K+].[K+]. (8) Given the product [Br:1][C:2]1[CH:3]=[N:4][C:5]2[N:6]([N:8]=[C:9]([C:11]([N:16]3[CH2:17][CH2:18][C:19]4[C:24](=[CH:23][CH:22]=[C:21]([N:25]5[CH2:30][CH2:29][O:28][CH2:27][CH2:26]5)[CH:20]=4)[CH:15]3[CH3:14])=[O:13])[CH:10]=2)[CH:7]=1, predict the reactants needed to synthesize it. The reactants are: [Br:1][C:2]1[CH:3]=[N:4][C:5]2[N:6]([N:8]=[C:9]([C:11]([OH:13])=O)[CH:10]=2)[CH:7]=1.[CH3:14][CH:15]1[C:24]2[C:19](=[CH:20][C:21]([N:25]3[CH2:30][CH2:29][O:28][CH2:27][CH2:26]3)=[CH:22][CH:23]=2)[CH2:18][CH2:17][NH:16]1.